This data is from Full USPTO retrosynthesis dataset with 1.9M reactions from patents (1976-2016). The task is: Predict the reactants needed to synthesize the given product. Given the product [CH3:59][O:58][C:55]1[CH:56]=[CH:57][C:52]([NH:1][C@H:2]2[C:11]3[C:6](=[CH:7][CH:8]=[CH:9][CH:10]=3)[N:5]([C:12](=[O:14])[CH3:13])[C@@H:4]([CH3:15])[C@@H:3]2[CH3:16])=[CH:53][CH:54]=1, predict the reactants needed to synthesize it. The reactants are: [NH2:1][C@H:2]1[C:11]2[C:6](=[CH:7][CH:8]=[CH:9][CH:10]=2)[N:5]([C:12](=[O:14])[CH3:13])[C@@H:4]([CH3:15])[C@@H:3]1[CH3:16].CN(C1C(C2C(P(C3CCCCC3)C3CCCCC3)=CC=CC=2)=CC=CC=1)C.CC(C)([O-])C.[Na+].Br[C:52]1[CH:57]=[CH:56][C:55]([O:58][CH3:59])=[CH:54][CH:53]=1.